Task: Predict the product of the given reaction.. Dataset: Forward reaction prediction with 1.9M reactions from USPTO patents (1976-2016) (1) Given the reactants [NH2:1][C:2]1[CH:3]=[C:4]([CH2:8][C:9]([OH:11])=[O:10])[CH:5]=[CH:6][CH:7]=1.[Cl:12][C:13]1[C:18]([Cl:19])=[CH:17][CH:16]=[CH:15][C:14]=1[N:20]=[C:21]=[O:22], predict the reaction product. The product is: [C:9]([CH2:8][C:4]1[CH:3]=[C:2]([NH:1][C:21]([NH:20][C:14]2[CH:15]=[CH:16][CH:17]=[C:18]([Cl:19])[C:13]=2[Cl:12])=[O:22])[CH:7]=[CH:6][CH:5]=1)([OH:11])=[O:10]. (2) Given the reactants [N:1]1[CH:6]=[CH:5][C:4]([C:7]2[S:11][C:10]([C:12]([OH:14])=O)=[CH:9][CH:8]=2)=[CH:3][CH:2]=1.[O:15]([C:22]1[CH:27]=[CH:26][C:25]([CH2:28][CH2:29][NH2:30])=[CH:24][CH:23]=1)[C:16]1[CH:21]=[CH:20][CH:19]=[CH:18][CH:17]=1, predict the reaction product. The product is: [O:15]([C:22]1[CH:23]=[CH:24][C:25]([CH2:28][CH2:29][NH:30][C:12]([C:10]2[S:11][C:7]([C:4]3[CH:3]=[CH:2][N:1]=[CH:6][CH:5]=3)=[CH:8][CH:9]=2)=[O:14])=[CH:26][CH:27]=1)[C:16]1[CH:21]=[CH:20][CH:19]=[CH:18][CH:17]=1. (3) Given the reactants [CH3:1][O:2][C:3]1[CH:11]=[CH:10][C:9]([CH2:12][S:13]([CH3:15])=[O:14])=[CH:8][C:4]=1[C:5]([OH:7])=O.Cl.[CH2:17]([O:19][CH2:20][CH2:21][N:22]1[C:26]2[CH:27]=[CH:28][CH:29]=[CH:30][C:25]=2[N:24]=[C:23]1[N:31]1[CH2:37][CH2:36][CH2:35][N:34]([CH2:38][CH2:39][C:40]2([C:45]3[CH:50]=[CH:49][CH:48]=[CH:47][CH:46]=3)[CH2:44][CH2:43][NH:42][CH2:41]2)[CH2:33][CH2:32]1)[CH3:18], predict the reaction product. The product is: [CH3:1][O:2][C:3]1[CH:11]=[CH:10][C:9]([CH2:12][S:13]([CH3:15])=[O:14])=[CH:8][C:4]=1[C:5]([N:42]1[CH2:43][CH2:44][C:40]([CH2:39][CH2:38][N:34]2[CH2:35][CH2:36][CH2:37][N:31]([C:23]3[N:22]([CH2:21][CH2:20][O:19][CH2:17][CH3:18])[C:26]4[CH:27]=[CH:28][CH:29]=[CH:30][C:25]=4[N:24]=3)[CH2:32][CH2:33]2)([C:45]2[CH:50]=[CH:49][CH:48]=[CH:47][CH:46]=2)[CH2:41]1)=[O:7]. (4) The product is: [CH2:1]([O:8][C:9]([NH:11][C:12]([CH2:31][N:33]1[CH2:38][CH2:37][CH2:36][CH2:35][CH2:34]1)([CH2:18][CH2:19][CH2:20][CH2:21][B:22]1[O:23][C:24]([CH3:30])([CH3:29])[C:25]([CH3:27])([CH3:28])[O:26]1)[C:13]([O:15][CH2:16][CH3:17])=[O:14])=[O:10])[C:2]1[CH:7]=[CH:6][CH:5]=[CH:4][CH:3]=1. Given the reactants [CH2:1]([O:8][C:9]([NH:11][C:12]([CH:31]=O)([CH2:18][CH2:19][CH2:20][CH2:21][B:22]1[O:26][C:25]([CH3:28])([CH3:27])[C:24]([CH3:30])([CH3:29])[O:23]1)[C:13]([O:15][CH2:16][CH3:17])=[O:14])=[O:10])[C:2]1[CH:7]=[CH:6][CH:5]=[CH:4][CH:3]=1.[NH:33]1[CH2:38][CH2:37][CH2:36][CH2:35][CH2:34]1.C(O)(=O)C.C(O[BH-](OC(=O)C)OC(=O)C)(=O)C.[Na+], predict the reaction product.